This data is from Full USPTO retrosynthesis dataset with 1.9M reactions from patents (1976-2016). The task is: Predict the reactants needed to synthesize the given product. (1) Given the product [CH2:11]([O:1][C:2]1[CH:7]=[CH:6][C:5]([C:8](=[O:10])[CH3:9])=[CH:4][CH:3]=1)[C:12]1[CH:17]=[CH:16][CH:15]=[CH:14][CH:13]=1, predict the reactants needed to synthesize it. The reactants are: [OH:1][C:2]1[CH:7]=[CH:6][C:5]([C:8](=[O:10])[CH3:9])=[CH:4][CH:3]=1.[CH2:11](Cl)[C:12]1[CH:17]=[CH:16][CH:15]=[CH:14][CH:13]=1.C(=O)([O-])[O-].[K+].[K+].[I-].[Na+]. (2) The reactants are: [NH2:1][C@H:2]1[CH2:7][CH2:6][N:5]([C:8]2[CH:9]=[C:10]([CH:18]=[CH:19][CH:20]=2)[C:11]([O:13][C:14]([CH3:17])([CH3:16])[CH3:15])=[O:12])[CH2:4][C@H:3]1[O:21][CH3:22].[CH2:23]([C:25]1[NH:29][C:28]([C:30](O)=[O:31])=[N:27][C:26]=1[C:33]([F:36])([F:35])[F:34])[CH3:24].CCN=C=NCCCN(C)C.Cl.C1C=CC2N(O)N=NC=2C=1. Given the product [CH2:23]([C:25]1[NH:29][C:28]([C:30]([NH:1][C@H:2]2[CH2:7][CH2:6][N:5]([C:8]3[CH:9]=[C:10]([CH:18]=[CH:19][CH:20]=3)[C:11]([O:13][C:14]([CH3:16])([CH3:17])[CH3:15])=[O:12])[CH2:4][C@H:3]2[O:21][CH3:22])=[O:31])=[N:27][C:26]=1[C:33]([F:35])([F:36])[F:34])[CH3:24], predict the reactants needed to synthesize it. (3) Given the product [CH3:35][C:33]1[C:32](=[O:36])[NH:31][C:30](=[O:45])[N:29]([CH2:28][C@@H:17]([C@H:18]([OH:20])[CH3:19])[CH2:16][OH:15])[CH:34]=1, predict the reactants needed to synthesize it. The reactants are: CC(C)=O.C(=O)=O.C([O:15][CH2:16][C@@H:17]([CH2:28][N:29]1[CH:34]=[C:33]([CH3:35])[C:32](=[O:36])[N:31](C(=O)C2C=CC=CC=2)[C:30]1=[O:45])[C@H:18]([O:20][Si](C(C)(C)C)(C)C)[CH3:19])C1C=CC=CC=1.B(Cl)(Cl)Cl.